From a dataset of Drug-target binding data from BindingDB using IC50 measurements. Regression. Given a target protein amino acid sequence and a drug SMILES string, predict the binding affinity score between them. We predict pIC50 (pIC50 = -log10(IC50 in M); higher means more potent). Dataset: bindingdb_ic50. The pIC50 is 7.3. The target protein sequence is MGNAAAAKKGSEQESVKEFLAKAKEDFLKKWENPAQNTAHLDQFERIKTLGTGSFGRVMLVKHMETGNHYAMKILDKQKVVKLKQIEHTLNEKRILQAVNFPFLVKLEFSFKDNSNLYMVMEYMPGGEMFSHLRRIGRFSEPHARFYAAQIVLTFEYLHSLDLIYRDLKPENLLIDQQGYIKVADFGFAKRVKGRTWTLCGTPEYLAPEIILSKGYNKAVDWWALGVLIYEMAAGYPPFFADQPIQIYEKIVSGKVRFPSHFSSDLKDLLRNLLQVDLTKRFGNLKNGVNDIKNHKWFATTDWIAIYQRKVEAPFIPKFKGPGDTSNFDDYEEEEIRVSINEKCGKEFSEF. The compound is CN[C@@H]1C[C@H]2O[C@@](C)([C@@H]1OC)n1c3ccccc3c3c4c(c5c6ccccc6n2c5c31)C(=O)NC4.